This data is from Reaction yield outcomes from USPTO patents with 853,638 reactions. The task is: Predict the reaction yield, written as a fraction of the theoretical maximum amount of product (1.0 means a 100% yield; for example, 0.34 means a 34% yield). The product is [Si:1]([O:18][CH2:19][C@H:20]1[CH2:25][O:24][CH2:23][CH2:22][N:21]1[C:26]([O:28][C:29]([CH3:32])([CH3:31])[CH3:30])=[O:27])([C:14]([CH3:16])([CH3:17])[CH3:15])([C:8]1[CH:9]=[CH:10][CH:11]=[CH:12][CH:13]=1)[C:2]1[CH:7]=[CH:6][CH:5]=[CH:4][CH:3]=1. The yield is 0.950. The reactants are [Si:1]([O:18][CH2:19][C@@H:20]1[CH2:25][O:24][CH2:23][CH2:22][N:21]1[C:26]([O:28][C:29]([CH3:32])([CH3:31])[CH3:30])=[O:27])([C:14]([CH3:17])([CH3:16])[CH3:15])([C:8]1[CH:13]=[CH:12][CH:11]=[CH:10][CH:9]=1)[C:2]1[CH:7]=[CH:6][CH:5]=[CH:4][CH:3]=1.OC[C@@H]1COCCN1C(OC(C)(C)C)=O.C([Si](Cl)(C1C=CC=CC=1)C1C=CC=CC=1)(C)(C)C. No catalyst specified.